Dataset: Forward reaction prediction with 1.9M reactions from USPTO patents (1976-2016). Task: Predict the product of the given reaction. Given the reactants [N:1]1([CH2:6][CH2:7][CH2:8][O:9][C:10]2[CH:15]=[CH:14][C:13]([C:16]3([CH2:22][NH:23][C:24]4[CH:29]=[CH:28][N:27]=[CH:26][C:25]=4[NH2:30])[CH2:21][CH2:20][O:19][CH2:18][CH2:17]3)=[CH:12][CH:11]=2)[CH2:5][CH2:4][CH2:3][CH2:2]1.[CH3:31]OC(OC)OC, predict the reaction product. The product is: [N:1]1([CH2:6][CH2:7][CH2:8][O:9][C:10]2[CH:15]=[CH:14][C:13]([C:16]3([CH2:22][N:23]4[C:24]5[CH:29]=[CH:28][N:27]=[CH:26][C:25]=5[N:30]=[CH:31]4)[CH2:21][CH2:20][O:19][CH2:18][CH2:17]3)=[CH:12][CH:11]=2)[CH2:5][CH2:4][CH2:3][CH2:2]1.